This data is from Choline transporter screen with 302,306 compounds. The task is: Binary Classification. Given a drug SMILES string, predict its activity (active/inactive) in a high-throughput screening assay against a specified biological target. (1) The molecule is s1c2n(nc1c1cccnc1)c(nn2)Cc1ccccc1. The result is 0 (inactive). (2) The compound is S(CC(=O)c1oc2c(c1)cccc2)c1nc([nH]n1)N. The result is 0 (inactive). (3) The compound is OC(CN1CCN(CC1)c1ccc(OC)cc1)COc1c(ccc(c1)C)C. The result is 0 (inactive). (4) The drug is Clc1c(NNC(=S)Nc2c(F)cccc2)ncc(c1)C(F)(F)F. The result is 1 (active). (5) The compound is O(c1ccc(OC)cc1)CC(=O)N\N=C\c1ccc(N(C)C)cc1. The result is 0 (inactive). (6) The drug is Fc1ccc(C(=O)CCC(OCC(=O)Nc2oc(nn2)c2ccccc2)=O)cc1. The result is 0 (inactive). (7) The molecule is S(c1ncnc2n(ncc12)c1ccc(cc1)C)CC(OCC)=O. The result is 0 (inactive).